Dataset: Forward reaction prediction with 1.9M reactions from USPTO patents (1976-2016). Task: Predict the product of the given reaction. (1) The product is: [Cl:12][CH2:3][C:2]1[C:7]2[CH:8]=[CH:9][CH:10]=[CH:11][C:6]=2[S:4][CH:1]=1. Given the reactants [CH2:1]([S:4]([C:6]1[CH:11]=[CH:10][CH:9]=[CH:8][CH:7]=1)=O)[C:2]#[CH:3].[ClH:12].O1CCOCC1, predict the reaction product. (2) The product is: [C:13]([CH2:10][CH2:11][NH:12][S:21]([CH3:20])(=[O:23])=[O:22])#[N:14]. Given the reactants C(O)(=O)/C=C/C(O)=O.N[CH:10]([CH3:13])[C:11]#[N:12].[N:14]1C=CC=CC=1.[CH3:20][S:21](Cl)(=[O:23])=[O:22], predict the reaction product. (3) Given the reactants [Cl:1][C:2]1[CH:3]=[C:4]([C:9]([C:21]([F:24])([F:23])[F:22])=[CH:10][C:11]([C:13]2[CH:18]=[CH:17][C:16]([S:19][CH3:20])=[CH:15][CH:14]=2)=O)[CH:5]=[C:6]([Cl:8])[CH:7]=1.[OH-:25].[Na+].Cl.[NH2:28]O.Cl, predict the reaction product. The product is: [Cl:1][C:2]1[CH:3]=[C:4]([C:9]2([C:21]([F:24])([F:23])[F:22])[O:25][N:28]=[C:11]([C:13]3[CH:18]=[CH:17][C:16]([S:19][CH3:20])=[CH:15][CH:14]=3)[CH2:10]2)[CH:5]=[C:6]([Cl:8])[CH:7]=1.